From a dataset of Forward reaction prediction with 1.9M reactions from USPTO patents (1976-2016). Predict the product of the given reaction. (1) Given the reactants [CH:1]1([NH2:5])[CH2:4][CH2:3][CH2:2]1.Cl[CH2:7][CH2:8][N:9]([CH2:32][CH2:33]Cl)[C:10]1[CH:30]=[C:29]([Cl:31])[C:13]2[O:14][C:15]3[C:24]([CH3:25])=[CH:23][C:22]([C:26]([OH:28])=[O:27])=[CH:21][C:16]=3[S:17](=[O:20])(=[O:19])[CH2:18][C:12]=2[CH:11]=1.[CH3:35]O, predict the reaction product. The product is: [CH3:35][O:28][C:26]([C:22]1[CH:23]=[C:24]([CH3:25])[C:15]2[O:14][C:13]3[C:29]([Cl:31])=[CH:30][C:10]([N:9]4[CH2:8][CH2:7][N:5]([CH:1]5[CH2:4][CH2:3][CH2:2]5)[CH2:33][CH2:32]4)=[CH:11][C:12]=3[CH2:18][S:17](=[O:20])(=[O:19])[C:16]=2[CH:21]=1)=[O:27]. (2) Given the reactants [C:1]([O:5][CH:6]([C:11]1[C:12]([C:21]2[CH:26]=[CH:25][C:24]([CH3:27])=[CH:23][CH:22]=2)=[C:13]2[CH:20]=[CH:19][NH:18][C:14]2=[N:15][C:16]=1[CH3:17])[C:7]([O:9]C)=[O:8])([CH3:4])([CH3:3])[CH3:2].Br[CH2:29][C:30]1[CH:35]=[CH:34][C:33]([F:36])=[CH:32][C:31]=1[CH3:37], predict the reaction product. The product is: [C:1]([O:5][CH:6]([C:11]1[C:12]([C:21]2[CH:26]=[CH:25][C:24]([CH3:27])=[CH:23][CH:22]=2)=[C:13]2[CH:20]=[CH:19][N:18]([CH2:29][C:30]3[CH:35]=[CH:34][C:33]([F:36])=[CH:32][C:31]=3[CH3:37])[C:14]2=[N:15][C:16]=1[CH3:17])[C:7]([OH:9])=[O:8])([CH3:3])([CH3:4])[CH3:2]. (3) The product is: [CH3:1][N:2]1[C:10]2[C:5](=[CH:6][CH:7]=[CH:8][CH:9]=2)[CH:4]=[C:3]1[C:11]([N:13]1[CH2:35][CH2:34][CH2:33][C@H:14]1[C:15]([NH:17][C@H:18]([CH:31]=[O:32])[CH2:19][C:20](=[N:26][NH:27][C:28]([NH2:30])=[O:29])[OH:21])=[O:16])=[O:12]. Given the reactants [CH3:1][N:2]1[C:10]2[C:5](=[CH:6][CH:7]=[CH:8][CH:9]=2)[CH:4]=[C:3]1[C:11]([N:13]1[CH2:35][CH2:34][CH2:33][C@H:14]1[C:15]([NH:17][C@H:18]([CH:31]=[O:32])[CH2:19][C:20](=[N:26][NH:27][C:28]([NH2:30])=[O:29])[O:21]C(C)(C)C)=[O:16])=[O:12].C(Cl)Cl.C(O)(C(F)(F)F)=O, predict the reaction product. (4) The product is: [F:10][C:11]1[CH:30]=[CH:29][CH:28]=[CH:27][C:12]=1[CH2:13][N:14]1[C:18]2=[N:19][CH:20]=[CH:31][CH:22]=[C:17]2[C:16]([C:23]2[N:24]=[N:25][C:2]([CH2:7][CH2:8][CH3:9])=[C:3]([OH:5])[N:26]=2)=[N:15]1. Given the reactants O=[C:2]([CH2:7][CH2:8][CH3:9])[C:3]([O:5]C)=O.[F:10][C:11]1[CH:30]=[CH:29][CH:28]=[CH:27][C:12]=1[CH2:13][N:14]1[C:18]2=[N:19][CH:20]=N[CH:22]=[C:17]2[C:16]([C:23](=[NH:26])[NH:24][NH2:25])=[N:15]1.[CH2:31](O)C, predict the reaction product.